From a dataset of Reaction yield outcomes from USPTO patents with 853,638 reactions. Predict the reaction yield, written as a fraction of the theoretical maximum amount of product (1.0 means a 100% yield; for example, 0.34 means a 34% yield). The reactants are [NH2:1][C:2]1[N:7]=[CH:6][N:5]=[C:4]2[N:8]([CH:20]([C:22]3[O:23][C:24]4[C:29]([C:30](=[O:39])[C:31]=3[C:32]3[CH:37]=[CH:36][CH:35]=[C:34]([F:38])[CH:33]=3)=[CH:28][CH:27]=[CH:26][CH:25]=4)[CH3:21])[N:9]=[C:10]([C:11]3[CH:16]=[CH:15][C:14]([O:17]C)=[C:13]([F:19])[CH:12]=3)[C:3]=12. The catalyst is ClCCl.B(Br)(Br)Br. The product is [NH2:1][C:2]1[N:7]=[CH:6][N:5]=[C:4]2[N:8]([CH:20]([C:22]3[O:23][C:24]4[C:29]([C:30](=[O:39])[C:31]=3[C:32]3[CH:37]=[CH:36][CH:35]=[C:34]([F:38])[CH:33]=3)=[CH:28][CH:27]=[CH:26][CH:25]=4)[CH3:21])[N:9]=[C:10]([C:11]3[CH:16]=[CH:15][C:14]([OH:17])=[C:13]([F:19])[CH:12]=3)[C:3]=12. The yield is 0.630.